Dataset: Reaction yield outcomes from USPTO patents with 853,638 reactions. Task: Predict the reaction yield, written as a fraction of the theoretical maximum amount of product (1.0 means a 100% yield; for example, 0.34 means a 34% yield). (1) The catalyst is C(Cl)Cl. The reactants are [F:1][C:2]1[CH:7]=[CH:6][C:5]([N:8]2[C:11](=[O:12])[C@H:10]([S:13][CH2:14][CH:15]([C:17]3[CH:22]=[CH:21][C:20]([F:23])=[CH:19][CH:18]=3)[OH:16])[C@H:9]2[C:24]2[CH:40]=[CH:39][C:27]([O:28][CH2:29][C:30]([NH:32][C@@H:33]([C:36](O)=[O:37])[CH2:34][OH:35])=[O:31])=[CH:26][CH:25]=2)=[CH:4][CH:3]=1.Cl.C([O:46][C:47](=[O:57])[C@@H:48]([CH2:50][C:51]1[CH:56]=[CH:55][CH:54]=[CH:53][CH:52]=1)[NH2:49])(C)(C)C.CN1CCOCC1.CN(C(ON1N=NC2C=CC=CC1=2)=[N+](C)C)C.[B-](F)(F)(F)F. The product is [F:1][C:2]1[CH:3]=[CH:4][C:5]([N:8]2[C:11](=[O:12])[C@H:10]([S:13][CH2:14][CH:15]([C:17]3[CH:18]=[CH:19][C:20]([F:23])=[CH:21][CH:22]=3)[OH:16])[C@H:9]2[C:24]2[CH:40]=[CH:39][C:27]([O:28][CH2:29][C:30]([NH:32][C@@H:33]([C:36]([NH:49][C@@H:48]([C:47]([OH:57])=[O:46])[CH2:50][C:51]3[CH:56]=[CH:55][CH:54]=[CH:53][CH:52]=3)=[O:37])[CH2:34][OH:35])=[O:31])=[CH:26][CH:25]=2)=[CH:6][CH:7]=1. The yield is 0.530. (2) The reactants are [Br:1][C:2]1[CH:3]=[CH:4][C:5]([O:19][CH2:20][C:21]2[O:22][C:23]([C:26]([F:29])([F:28])[F:27])=[CH:24][CH:25]=2)=[C:6]([CH:18]=1)[CH2:7][CH:8]1[CH2:11][N:10](C(=O)C(F)(F)F)[CH2:9]1.C([O-])([O-])=O.[K+].[K+]. The catalyst is CO. The product is [Br:1][C:2]1[CH:3]=[CH:4][C:5]([O:19][CH2:20][C:21]2[O:22][C:23]([C:26]([F:28])([F:27])[F:29])=[CH:24][CH:25]=2)=[C:6]([CH:18]=1)[CH2:7][CH:8]1[CH2:11][NH:10][CH2:9]1. The yield is 0.760. (3) The reactants are C1(P(C2C=CC=CC=2)C2C=CC=CC=2)C=CC=CC=1.CC(OC(/N=N/C(OC(C)C)=O)=O)C.[C:34]([O:38][C:39]([N:41]1[CH2:47][CH2:46][CH2:45][O:44][CH:43]([CH2:48][OH:49])[CH2:42]1)=[O:40])([CH3:37])([CH3:36])[CH3:35].[CH3:50][O:51][C:52](=[O:63])[C:53]1[CH:58]=[C:57]([Cl:59])[C:56]([O:60][CH3:61])=[CH:55][C:54]=1O. The catalyst is C1COCC1. The product is [C:34]([O:38][C:39]([N:41]1[CH2:47][CH2:46][CH2:45][O:44][CH:43]([CH2:48][O:49][C:54]2[CH:55]=[C:56]([O:60][CH3:61])[C:57]([Cl:59])=[CH:58][C:53]=2[C:52]([O:51][CH3:50])=[O:63])[CH2:42]1)=[O:40])([CH3:37])([CH3:36])[CH3:35]. The yield is 0.740. (4) The reactants are [CH3:1][C:2]1[O:6][N:5]=[C:4]([C:7]2[CH:12]=[CH:11][CH:10]=[CH:9][CH:8]=2)[C:3]=1[CH2:13][O:14][C:15]1[CH:23]=[CH:22][C:18]([C:19]([OH:21])=O)=[CH:17][N:16]=1.[CH2:24]([S:28]([NH2:31])(=[O:30])=[O:29])[CH2:25][CH2:26][CH3:27]. The catalyst is ClCCl.CN(C)C1C=CN=CC=1. The product is [CH3:1][C:2]1[O:6][N:5]=[C:4]([C:7]2[CH:8]=[CH:9][CH:10]=[CH:11][CH:12]=2)[C:3]=1[CH2:13][O:14][C:15]1[N:16]=[CH:17][C:18]([C:19]([NH:31][S:28]([CH2:24][CH2:25][CH2:26][CH3:27])(=[O:30])=[O:29])=[O:21])=[CH:22][CH:23]=1. The yield is 0.120. (5) The reactants are Br[C:2]1[S:3][C:4]([CH3:7])=[N:5][N:6]=1.[CH:8]([C:10]1[CH:15]=[CH:14][CH:13]=[CH:12][C:11]=1B(O)O)=[O:9].C([O-])([O-])=O.[Na+].[Na+].O. The catalyst is COCCOC.C1C=CC([P]([Pd]([P](C2C=CC=CC=2)(C2C=CC=CC=2)C2C=CC=CC=2)([P](C2C=CC=CC=2)(C2C=CC=CC=2)C2C=CC=CC=2)[P](C2C=CC=CC=2)(C2C=CC=CC=2)C2C=CC=CC=2)(C2C=CC=CC=2)C2C=CC=CC=2)=CC=1.CCOC(C)=O. The product is [CH3:7][C:4]1[S:3][C:2]([C:11]2[CH:12]=[CH:13][CH:14]=[CH:15][C:10]=2[CH:8]=[O:9])=[N:6][N:5]=1. The yield is 0.580.